Dataset: Catalyst prediction with 721,799 reactions and 888 catalyst types from USPTO. Task: Predict which catalyst facilitates the given reaction. (1) Reactant: C([O:3][C:4]([C:6]1([C:9]2[CH:14]=[CH:13][C:12]([C:15]3[CH:20]=[CH:19][C:18]([C:21]4[O:25][N:24]=[C:23]([CH3:26])[C:22]=4[CH2:27][N:28]4[CH:32]=[C:31]([C:33]5[CH:38]=[CH:37][CH:36]=[CH:35][CH:34]=5)[CH:30]=[N:29]4)=[CH:17][CH:16]=3)=[CH:11][CH:10]=2)[CH2:8][CH2:7]1)=[O:5])C.CO.[OH-].[Na+].Cl. Product: [CH3:26][C:23]1[C:22]([CH2:27][N:28]2[CH:32]=[C:31]([C:33]3[CH:34]=[CH:35][CH:36]=[CH:37][CH:38]=3)[CH:30]=[N:29]2)=[C:21]([C:18]2[CH:19]=[CH:20][C:15]([C:12]3[CH:11]=[CH:10][C:9]([C:6]4([C:4]([OH:5])=[O:3])[CH2:8][CH2:7]4)=[CH:14][CH:13]=3)=[CH:16][CH:17]=2)[O:25][N:24]=1. The catalyst class is: 1. (2) Reactant: C(OC(=O)[NH:7][C:8]1[CH:13]=[C:12]([N:14]([CH3:16])[CH3:15])[C:11]([Cl:17])=[CH:10][C:9]=1[NH:18][C:19](=[O:31])[CH2:20][C:21]([C:23]1[CH:28]=[CH:27][N:26]=[C:25]([C:29]#[N:30])[CH:24]=1)=O)(C)(C)C.C(O)(C(F)(F)F)=O. Product: [Cl:17][C:11]1[C:12]([N:14]([CH3:16])[CH3:15])=[CH:13][C:8]2[N:7]=[C:21]([C:23]3[CH:28]=[CH:27][N:26]=[C:25]([C:29]#[N:30])[CH:24]=3)[CH2:20][C:19](=[O:31])[NH:18][C:9]=2[CH:10]=1. The catalyst class is: 2. (3) The catalyst class is: 17. Reactant: Cl.[NH2:2][C:3]1[N:36]=[C:6]2[N:7]([C:26]3[CH:31]=[CH:30][CH:29]=[C:28]([C:32]([F:35])([F:34])[F:33])[CH:27]=3)[C:8]([CH3:25])=[C:9]([C:23]#[N:24])[C@@H:10]([C:11]3[CH:16]=[CH:15][C:14]([C:17]#[N:18])=[CH:13][C:12]=3[S:19]([CH3:22])(=[O:21])=[O:20])[N:5]2[N:4]=1.[CH:37]1([C:40](Cl)=[O:41])[CH2:39][CH2:38]1. Product: [C:23]([C:9]1[C@@H:10]([C:11]2[CH:16]=[CH:15][C:14]([C:17]#[N:18])=[CH:13][C:12]=2[S:19]([CH3:22])(=[O:21])=[O:20])[N:5]2[N:4]=[C:3]([NH:2][C:40]([CH:37]3[CH2:39][CH2:38]3)=[O:41])[N:36]=[C:6]2[N:7]([C:26]2[CH:31]=[CH:30][CH:29]=[C:28]([C:32]([F:35])([F:33])[F:34])[CH:27]=2)[C:8]=1[CH3:25])#[N:24]. (4) Reactant: [F-].[Cs+].[Si]([O:20][C@H:21]1[C:30]2[C:25](=[CH:26][CH:27]=[CH:28][CH:29]=2)[C@H:24]([N:31]2[C:39](=[O:40])[NH:38][C:37]3[C:32]2=[N:33][C:34]([C:41]2[N:45]4[CH:46]=[C:47]([F:50])[CH:48]=[CH:49][C:44]4=[N:43][CH:42]=2)=[N:35][CH:36]=3)[CH2:23][CH2:22]1)(C(C)(C)C)(C1C=CC=CC=1)C1C=CC=CC=1. Product: [F:50][C:47]1[CH:48]=[CH:49][C:44]2[N:45]([C:41]([C:34]3[N:33]=[C:32]4[C:37]([NH:38][C:39](=[O:40])[N:31]4[C@H:24]4[C:25]5[C:30](=[CH:29][CH:28]=[CH:27][CH:26]=5)[C@H:21]([OH:20])[CH2:22][CH2:23]4)=[CH:36][N:35]=3)=[CH:42][N:43]=2)[CH:46]=1. The catalyst class is: 9. (5) Reactant: [Br:1][C:2]1[C:3]([NH2:9])=[N:4][C:5](Cl)=[N:6][CH:7]=1.[Cl:10][C:11]1[CH:16]=[C:15]([Cl:17])[CH:14]=[CH:13][C:12]=1[CH2:18][NH:19][C:20]([CH:22]1[CH2:27][CH2:26][NH:25][CH2:24][CH2:23]1)=[O:21].[OH-].[Na+]. Product: [NH2:9][C:3]1[C:2]([Br:1])=[CH:7][N:6]=[C:5]([N:25]2[CH2:26][CH2:27][CH:22]([C:20]([NH:19][CH2:18][C:12]3[CH:13]=[CH:14][C:15]([Cl:17])=[CH:16][C:11]=3[Cl:10])=[O:21])[CH2:23][CH2:24]2)[N:4]=1. The catalyst class is: 12. (6) Reactant: [C:1]1([S:7]([CH2:10][C:11]([NH:13][NH2:14])=[O:12])(=[O:9])=[O:8])[CH:6]=[CH:5][CH:4]=[CH:3][CH:2]=1.[C:15](OC(=O)C)(=[O:17])[CH3:16]. Product: [C:1]1([S:7]([CH2:10][C:11]([NH:13][NH:14][C:15](=[O:17])[CH3:16])=[O:12])(=[O:8])=[O:9])[CH:2]=[CH:3][CH:4]=[CH:5][CH:6]=1. The catalyst class is: 86.